Task: Predict the reactants needed to synthesize the given product.. Dataset: Full USPTO retrosynthesis dataset with 1.9M reactions from patents (1976-2016) (1) Given the product [Br:1][C:2]1[CH:3]=[CH:4][C:5]([N:8]2[CH2:9][CH2:10][S:11](=[N:19][C:17](=[O:18])[C:16]([F:21])([F:20])[F:15])(=[O:14])[CH2:12][CH2:13]2)=[CH:6][CH:7]=1, predict the reactants needed to synthesize it. The reactants are: [Br:1][C:2]1[CH:7]=[CH:6][C:5]([N:8]2[CH2:13][CH2:12][S:11](=[O:14])[CH2:10][CH2:9]2)=[CH:4][CH:3]=1.[F:15][C:16]([F:21])([F:20])[C:17]([NH2:19])=[O:18].C(O)(=O)C.C(O)(=O)C.IC1C=CC=CC=1.[O-2].[Mg+2]. (2) Given the product [S:1]1[C:5]2[CH:6]=[CH:7][CH:8]=[CH:9][C:4]=2[C:3]([C:10]2[CH:15]=[CH:14][CH:13]=[CH:12][C:11]=2[CH2:16][C:17]([OH:19])=[O:18])=[CH:2]1, predict the reactants needed to synthesize it. The reactants are: [S:1]1[C:5]2[CH:6]=[CH:7][CH:8]=[CH:9][C:4]=2[C:3]([C:10]2[CH:15]=[CH:14][CH:13]=[CH:12][C:11]=2[CH2:16][C:17]([O:19]C)=[O:18])=[CH:2]1.S1C2C=CC=CC=2C=C1C1C=CC=CC=1CC(OC)=O. (3) Given the product [NH2:15][C:12]1[CH:11]=[CH:10][C:9]([NH:8][C:1](=[O:3])[C:27]2[CH:31]=[CH:32][C:24]([F:23])=[CH:25][C:26]=2[C:33]([F:34])([F:36])[F:35])=[CH:14][CH:13]=1, predict the reactants needed to synthesize it. The reactants are: [C:1]([NH:8][C:9]1[CH:14]=[CH:13][C:12]([NH2:15])=[CH:11][CH:10]=1)([O:3]C(C)(C)C)=O.C(N(CC)CC)C.[F:23][C:24]1[CH:32]=[CH:31][C:27](C(Cl)=O)=[C:26]([C:33]([F:36])([F:35])[F:34])[CH:25]=1. (4) Given the product [C:1]([O:4][C@H:5]1[CH2:22][CH2:21][C@:20]2([CH3:23])[C@H:7]([CH2:8][CH2:9][C@H:10]3[C@H:19]2[CH2:18][CH2:17][C@:15]2([CH3:16])[C@@H:11]3[CH2:12][C:13](=[CH:28][C:29]3[CH:30]=[CH:31][CH:32]=[CH:33][CH:34]=3)[CH:14]2[O:24][C:25](=[O:27])[CH3:26])[C@@H:6]1[O:37][CH3:35])(=[O:3])[CH3:2], predict the reactants needed to synthesize it. The reactants are: [C:1]([O:4][C@H:5]1[CH2:22][CH2:21][C@:20]2([CH3:23])[C@H:7]([CH2:8][CH2:9][C@H:10]3[C@H:19]2[CH2:18][CH2:17][C@:15]2([CH3:16])[C@H:11]3[CH2:12][C:13](=[CH:28][C:29]3[CH:34]=[CH:33][CH:32]=[CH:31][CH:30]=3)[C@H:14]2[O:24][C:25](=[O:27])[CH3:26])[CH2:6]1)(=[O:3])[CH3:2].[C:35](O[C@H]1CC[C@]2(C)[C@@H](CC[C@H]3[C@H]2CC[C@]2(C)[C@@H]3CC(=CC3C=CC=CC=3)C2OC(=O)C)C1)(=[O:37])C. (5) Given the product [S:1]1[CH:5]=[C:4]([C:6]2[C:10]([C:11]#[N:27])=[CH:9][N:8]([C:13]3[CH:21]=[CH:20][C:16]([C:17]([OH:19])=[O:18])=[CH:15][CH:14]=3)[N:7]=2)[C:3]2[CH:22]=[CH:23][CH:24]=[CH:25][C:2]1=2, predict the reactants needed to synthesize it. The reactants are: [S:1]1[CH:5]=[C:4]([C:6]2[C:10]([CH:11]=O)=[CH:9][N:8]([C:13]3[CH:21]=[CH:20][C:16]([C:17]([OH:19])=[O:18])=[CH:15][CH:14]=3)[N:7]=2)[C:3]2[CH:22]=[CH:23][CH:24]=[CH:25][C:2]1=2.Cl.[NH2:27]O.C([O-])=O.[Na+].O.